This data is from Reaction yield outcomes from USPTO patents with 853,638 reactions. The task is: Predict the reaction yield, written as a fraction of the theoretical maximum amount of product (1.0 means a 100% yield; for example, 0.34 means a 34% yield). (1) The reactants are [H-].[Na+].[Cl:3][C:4]1[CH:9]=[CH:8][C:7]([CH2:10][C:11]#[N:12])=[CH:6][C:5]=1[F:13].C1OCCOCCOCCOCCOC1.[Na+].[I-].Cl[CH2:32][CH2:33][N:34]([CH2:42][CH2:43]Cl)[C:35](=[O:41])[O:36][C:37]([CH3:40])([CH3:39])[CH3:38]. The catalyst is CN(C=O)C. The product is [Cl:3][C:4]1[CH:9]=[CH:8][C:7]([C:10]2([C:11]#[N:12])[CH2:43][CH2:42][N:34]([C:35]([O:36][C:37]([CH3:39])([CH3:38])[CH3:40])=[O:41])[CH2:33][CH2:32]2)=[CH:6][C:5]=1[F:13]. The yield is 0.542. (2) The catalyst is CCOCC. The product is [C:23]([O:22][C:20](=[O:21])[C:19]([O-:27])=[CH:12][C:11]([C:14]1[O:15][CH:16]=[CH:17][CH:18]=1)=[O:13])([CH3:26])([CH3:25])[CH3:24].[Li+:1]. The yield is 0.830. The reactants are [Li+:1].C[Si]([N-][Si](C)(C)C)(C)C.[C:11]([C:14]1[O:15][CH:16]=[CH:17][CH:18]=1)(=[O:13])[CH3:12].[C:19](OC(C)(C)C)(=[O:27])[C:20]([O:22][C:23]([CH3:26])([CH3:25])[CH3:24])=[O:21]. (3) The reactants are [Cl:1][CH2:2][CH2:3][O:4][C:5]1[CH:14]=[C:13]2[C:8]([C:9](=[O:23])[N:10](COC(=O)C(C)(C)C)[CH:11]=[N:12]2)=[CH:7][C:6]=1[O:24][CH3:25].N. The catalyst is CO. The product is [Cl:1][CH2:2][CH2:3][O:4][C:5]1[CH:14]=[C:13]2[C:8]([C:9](=[O:23])[NH:10][CH:11]=[N:12]2)=[CH:7][C:6]=1[O:24][CH3:25]. The yield is 1.00. (4) The reactants are [Br:1][C:2]1[CH:18]=[CH:17][C:5]([O:6][CH2:7][CH2:8][O:9][Si:10]([C:13]([CH3:16])([CH3:15])[CH3:14])([CH3:12])[CH3:11])=[CH:4][C:3]=1[F:19].C([N-]C(C)C)(C)C.[Li+].CN(C)[CH:30]=[O:31].C(O)(=O)C. The catalyst is O1CCCC1.O. The product is [Br:1][C:2]1[C:3]([F:19])=[C:4]([C:5]([O:6][CH2:7][CH2:8][O:9][Si:10]([C:13]([CH3:15])([CH3:14])[CH3:16])([CH3:11])[CH3:12])=[CH:17][CH:18]=1)[CH:30]=[O:31]. The yield is 0.670. (5) The reactants are CS(O[CH2:6][C@H:7]1[CH2:16][CH2:15][C:14]2[C:9](=[CH:10][CH:11]=[CH:12][CH:13]=2)[O:8]1)(=O)=O.[NH3:17].Cl. The catalyst is O1CCCC1. The product is [NH2:17][CH2:6][C@H:7]1[CH2:16][CH2:15][C:14]2[C:9](=[CH:10][CH:11]=[CH:12][CH:13]=2)[O:8]1. The yield is 0.870. (6) The reactants are Br[C:2]1[CH:7]=[CH:6][CH:5]=[CH:4][C:3]=1[CH:8]([OH:10])[CH3:9].C([Li])CCC.[O:16]=[C:17]1[CH2:22][CH2:21][N:20]([C:23]([O:25][CH2:26][CH3:27])=[O:24])[CH2:19][CH2:18]1. The catalyst is O1CCCC1. The product is [OH:16][C:17]1([C:2]2[CH:7]=[CH:6][CH:5]=[CH:4][C:3]=2[CH:8]([OH:10])[CH3:9])[CH2:18][CH2:19][N:20]([C:23]([O:25][CH2:26][CH3:27])=[O:24])[CH2:21][CH2:22]1. The yield is 0.190. (7) The reactants are [CH2:1]([N:8]1[CH:12]=[C:11]([CH:13]=[O:14])[C:10]([O:15][CH2:16][C:17]2[CH:22]=[CH:21][C:20]([O:23][CH2:24][C:25]3[N:26]=[C:27]([C:31]4[O:32][CH:33]=[CH:34][CH:35]=4)[O:28][C:29]=3[CH3:30])=[C:19]([O:36][CH3:37])[CH:18]=2)=[N:9]1)[C:2]1[CH:7]=[CH:6][CH:5]=[CH:4][CH:3]=1.[CH3:38][Mg]Br.O. The catalyst is O1CCCC1. The product is [CH2:1]([N:8]1[CH:12]=[C:11]([CH:13]([OH:14])[CH3:38])[C:10]([O:15][CH2:16][C:17]2[CH:22]=[CH:21][C:20]([O:23][CH2:24][C:25]3[N:26]=[C:27]([C:31]4[O:32][CH:33]=[CH:34][CH:35]=4)[O:28][C:29]=3[CH3:30])=[C:19]([O:36][CH3:37])[CH:18]=2)=[N:9]1)[C:2]1[CH:3]=[CH:4][CH:5]=[CH:6][CH:7]=1. The yield is 0.870. (8) The reactants are [CH2:1]([O:8][C:9](=[O:16])[NH:10][CH:11]1[CH2:15][CH:14]=[CH:13][CH2:12]1)[C:2]1[CH:7]=[CH:6][CH:5]=[CH:4][CH:3]=1.[Zn](CC)[CH2:18]C.C(I)I. The catalyst is C(Cl)Cl. The product is [CH2:1]([O:8][C:9](=[O:16])[NH:10][CH:11]1[CH2:12][CH:13]2[CH:14]([CH2:18]2)[CH2:15]1)[C:2]1[CH:7]=[CH:6][CH:5]=[CH:4][CH:3]=1. The yield is 0.460. (9) The reactants are [F:1][C:2]1([F:23])[CH2:7][C:6]2([C:19]([O:21][CH3:22])=[O:20])[N:8](C(OCC3C=CC=CC=3)=O)[CH:3]1[CH2:4][CH2:5]2. The catalyst is CO.[Pd]. The product is [F:23][C:2]1([F:1])[CH2:7][C:6]2([C:19]([O:21][CH3:22])=[O:20])[NH:8][CH:3]1[CH2:4][CH2:5]2. The yield is 0.693. (10) The reactants are [I:1][C:2]1[CH:3]=[C:4]([CH:6]=[C:7]([I:9])[CH:8]=1)[NH2:5].[CH3:10][Si:11]([CH3:27])([CH3:26])[CH2:12][CH2:13][O:14][C:15]([NH:17][CH2:18][CH2:19][CH2:20][CH2:21][CH2:22][C:23](O)=[O:24])=[O:16].CCN(C(C)C)C(C)C.CN(C(ON1N=NC2C=CC=NC1=2)=[N+](C)C)C.F[P-](F)(F)(F)(F)F. The catalyst is CN(C=O)C.CCOCC. The product is [CH3:26][Si:11]([CH3:10])([CH3:27])[CH2:12][CH2:13][O:14][C:15](=[O:16])[NH:17][CH2:18][CH2:19][CH2:20][CH2:21][CH2:22][C:23](=[O:24])[NH:5][C:4]1[CH:3]=[C:2]([I:1])[CH:8]=[C:7]([I:9])[CH:6]=1. The yield is 0.590.